From a dataset of Peptide-MHC class II binding affinity with 134,281 pairs from IEDB. Regression. Given a peptide amino acid sequence and an MHC pseudo amino acid sequence, predict their binding affinity value. This is MHC class II binding data. (1) The peptide sequence is HFFLFLLYILFLVKM. The MHC is DRB1_0101 with pseudo-sequence DRB1_0101. The binding affinity (normalized) is 0.462. (2) The peptide sequence is INEPTACAIAYGLDR. The MHC is HLA-DQA10102-DQB10602 with pseudo-sequence HLA-DQA10102-DQB10602. The binding affinity (normalized) is 0.536. (3) The binding affinity (normalized) is 0.0505. The MHC is HLA-DQA10201-DQB10202 with pseudo-sequence HLA-DQA10201-DQB10202. The peptide sequence is SMPFGKTPVLEIDGK. (4) The peptide sequence is FTTMPFLFCNVNDVCNFASR. The MHC is DRB5_0101 with pseudo-sequence DRB5_0101. The binding affinity (normalized) is 0.297. (5) The peptide sequence is FETIVVTVDSLPEFK. The MHC is DRB1_0701 with pseudo-sequence DRB1_0701. The binding affinity (normalized) is 0.450. (6) The peptide sequence is LFKEKEVKKEIKDPL. The MHC is DRB1_0404 with pseudo-sequence DRB1_0404. The binding affinity (normalized) is 0.354. (7) The peptide sequence is RNGEVIGLYGNGILV. The MHC is DRB1_1101 with pseudo-sequence DRB1_1101. The binding affinity (normalized) is 0. (8) The peptide sequence is LEHEMWRSRADEINA. The MHC is HLA-DQA10102-DQB10501 with pseudo-sequence HLA-DQA10102-DQB10501. The binding affinity (normalized) is 0.336. (9) The peptide sequence is AGSLQGQWRGAAGTA. The MHC is HLA-DQA10101-DQB10501 with pseudo-sequence HLA-DQA10101-DQB10501. The binding affinity (normalized) is 0.0407.